From a dataset of CYP3A4 inhibition data for predicting drug metabolism from PubChem BioAssay. Regression/Classification. Given a drug SMILES string, predict its absorption, distribution, metabolism, or excretion properties. Task type varies by dataset: regression for continuous measurements (e.g., permeability, clearance, half-life) or binary classification for categorical outcomes (e.g., BBB penetration, CYP inhibition). Dataset: cyp3a4_veith. (1) The compound is Cc1cc(C)cc(N(C(=O)C2CCCC2)C2C=CS(=O)(=O)C2)c1. The result is 0 (non-inhibitor). (2) The compound is O=C(CCN1C(=O)c2cccc3cccc(c23)C1=O)N1CCN(Cc2ccc3c(c2)OCO3)CC1. The result is 1 (inhibitor). (3) The molecule is COc1ccc(-c2cn3c(C)c(C(=O)NCCN4CCOCC4)sc3n2)cc1. The result is 1 (inhibitor).